This data is from Catalyst prediction with 721,799 reactions and 888 catalyst types from USPTO. The task is: Predict which catalyst facilitates the given reaction. (1) Reactant: [Cl:1][C:2]1[CH:7]=[CH:6][C:5]([NH:8]C(=O)OC(C)(C)C)=[CH:4][C:3]=1[NH:16][C:17](=[O:22])[CH2:18][CH2:19][CH2:20]Cl.NC1C=C(NC(=O)OC(C)(C)C)C=CC=1Cl.ClCCCC(Cl)=O.C(N(CC)C(C)C)(C)C. Product: [NH2:8][C:5]1[CH:6]=[CH:7][C:2]([Cl:1])=[C:3]([N:16]2[CH2:20][CH2:19][CH2:18][C:17]2=[O:22])[CH:4]=1. The catalyst class is: 545. (2) Reactant: [Cl:1][C:2]1[CH:9]=[C:8](F)[CH:7]=[CH:6][C:3]=1[C:4]#[N:5].[NH2:11][C@H:12]([C:16]([OH:18])=[O:17])[CH2:13][CH2:14][CH3:15].C(=O)([O-])[O-].[Cs+].[Cs+].C(OCC)(=O)C. Product: [Cl:1][C:2]1[CH:9]=[C:8]([NH:11][C@H:12]([C:16]([OH:18])=[O:17])[CH2:13][CH2:14][CH3:15])[CH:7]=[CH:6][C:3]=1[C:4]#[N:5]. The catalyst class is: 16. (3) The catalyst class is: 60. Reactant: Br[C:2]1[C:11]2[C:6]3=[C:7]([C:12](=[O:28])[N:13]([C:16]4[C:21]([CH:22]([CH3:24])[CH3:23])=[CH:20][CH:19]=[CH:18][C:17]=4[CH:25]([CH3:27])[CH3:26])[C:14](=[O:15])[C:5]3=[CH:4][CH:3]=1)[CH:8]=[CH:9][CH:10]=2.[Cu][C:30]#[N:31].O. Product: [C:30]([C:2]1[C:11]2[C:6]3=[C:7]([C:12](=[O:28])[N:13]([C:16]4[C:17]([CH:25]([CH3:27])[CH3:26])=[CH:18][CH:19]=[CH:20][C:21]=4[CH:22]([CH3:24])[CH3:23])[C:14](=[O:15])[C:5]3=[CH:4][CH:3]=1)[CH:8]=[CH:9][CH:10]=2)#[N:31].